The task is: Predict the product of the given reaction.. This data is from Forward reaction prediction with 1.9M reactions from USPTO patents (1976-2016). The product is: [N:1]1([CH:12]([NH:29][C:27](=[O:28])[CH2:26][C:20]2[CH:21]=[CH:22][C:23]([O:24][CH3:25])=[C:18]([O:17][CH3:16])[CH:19]=2)[C:11]([CH3:15])([CH3:14])[CH3:10])[C:5]2[CH:6]=[CH:7][CH:8]=[CH:9][C:4]=2[N:3]=[N:2]1. Given the reactants [NH:1]1[C:5]2[CH:6]=[CH:7][CH:8]=[CH:9][C:4]=2[N:3]=[N:2]1.[CH3:10][C:11]([CH3:15])([CH3:14])[CH:12]=O.[CH3:16][O:17][C:18]1[CH:19]=[C:20]([CH2:26][C:27]([NH2:29])=[O:28])[CH:21]=[CH:22][C:23]=1[O:24][CH3:25], predict the reaction product.